This data is from Forward reaction prediction with 1.9M reactions from USPTO patents (1976-2016). The task is: Predict the product of the given reaction. (1) Given the reactants C([N:3](CC)CC)C.[CH3:8][N:9]([CH3:13])[C:10]([Cl:12])=[O:11].C(OC(=O)N[C@H:21]1[CH2:26][CH2:25][CH2:24][N:23]([C:27]2[N:35]([CH2:36][C:37]3[CH:42]=[CH:41][CH:40]=[CH:39][CH:38]=3)[C:34]3[C:33](=[O:43])[NH:32][CH:31]=[N:30][C:29]=3[C:28]=2[C:44]#[N:45])[CH2:22]1)(C)(C)C, predict the reaction product. The product is: [ClH:12].[NH2:3][C@H:21]1[CH2:26][CH2:25][CH2:24][N:23]([C:27]2[N:35]([CH2:36][C:37]3[CH:38]=[CH:39][CH:40]=[CH:41][CH:42]=3)[C:34]3[C:33](=[O:43])[N:32]([C:10]([N:9]([CH3:13])[CH3:8])=[O:11])[CH:31]=[N:30][C:29]=3[C:28]=2[C:44]#[N:45])[CH2:22]1. (2) Given the reactants [C:1]([CH2:3][C:4]1([N:8]2[CH:12]=[C:11]([C:13]3[CH:18]=[N:17][N:16]4[C:19]([C:22]5[CH:23]=[C:24]([NH:28][C:29]([NH:31][CH2:32][C:33]([F:36])([F:35])[F:34])=[O:30])[CH:25]=[CH:26][CH:27]=5)=[CH:20][N:21]=[C:15]4[CH:14]=3)[CH:10]=[N:9]2)[CH2:7][NH:6][CH2:5]1)#[N:2].[O:37]1[CH2:41][CH2:40][CH2:39][CH:38]1[CH2:42][C:43](O)=[O:44], predict the reaction product. The product is: [C:1]([CH2:3][C:4]1([N:8]2[CH:12]=[C:11]([C:13]3[CH:18]=[N:17][N:16]4[C:19]([C:22]5[CH:23]=[C:24]([NH:28][C:29]([NH:31][CH2:32][C:33]([F:35])([F:36])[F:34])=[O:30])[CH:25]=[CH:26][CH:27]=5)=[CH:20][N:21]=[C:15]4[CH:14]=3)[CH:10]=[N:9]2)[CH2:5][N:6]([C:43](=[O:44])[CH2:42][CH:38]2[CH2:39][CH2:40][CH2:41][O:37]2)[CH2:7]1)#[N:2]. (3) Given the reactants [C:1]([O:4][C@H:5]1[C@H:10](N=C=S)[C@@H:9]([O:14][C:15](=[O:17])[CH3:16])[C@H:8]([O:18][C:19](=[O:21])[CH3:20])[C@@H:7](COC(=O)C)[O:6]1)(=[O:3])[CH3:2].FC(F)(F)CN, predict the reaction product. The product is: [C:1]([O:4][CH:5]1[CH2:10][CH:9]([O:14][C:15](=[O:17])[CH3:16])[CH:8]([O:18][C:19](=[O:21])[CH3:20])[CH2:7][O:6]1)(=[O:3])[CH3:2]. (4) Given the reactants [CH2:1]=[CH:2][C@@H:3]1[C@@H:8]2[CH2:9][C@H:10]([C@@H:11]([OH:22])[C:12]3[CH:13]=[CH:14][N:15]=[C:16]4[CH:21]=[CH:20][CH:19]=[CH:18][C:17]=34)[N:5]([CH2:6][CH2:7]2)[CH2:4]1.[Br:23][CH2:24][C:25]1[CH:30]=[CH:29][C:28]([C:31]([F:34])([F:33])[F:32])=[CH:27][C:26]=1[F:35], predict the reaction product. The product is: [Br-:23].[F:35][C:26]1[CH:27]=[C:28]([C:31]([F:32])([F:33])[F:34])[CH:29]=[CH:30][C:25]=1[CH2:24][N@@+:5]12[CH2:4][C@H:3]([CH:2]=[CH2:1])[C@@H:8]([CH2:7][CH2:6]1)[CH2:9][CH:10]2[C@@H:11]([OH:22])[C:12]1[C:17]2[C:16](=[CH:21][CH:20]=[CH:19][CH:18]=2)[N:15]=[CH:14][CH:13]=1. (5) Given the reactants [NH2:1][C:2]1[N:10]=[CH:9][N:8]=[C:7]2[C:3]=1[N:4]([C:22]1[CH:27]=[CH:26][C:25]([O:28][C:29]3[CH:34]=[CH:33][CH:32]=[CH:31][CH:30]=3)=[CH:24][CH:23]=1)[C:5](=[O:21])[N:6]2[C:11]1[CH:12]=[C:13]([CH:18]=[CH:19][CH:20]=1)[C:14]([O:16]C)=[O:15].[Li+].[OH-], predict the reaction product. The product is: [NH2:1][C:2]1[N:10]=[CH:9][N:8]=[C:7]2[C:3]=1[N:4]([C:22]1[CH:27]=[CH:26][C:25]([O:28][C:29]3[CH:30]=[CH:31][CH:32]=[CH:33][CH:34]=3)=[CH:24][CH:23]=1)[C:5](=[O:21])[N:6]2[C:11]1[CH:12]=[C:13]([CH:18]=[CH:19][CH:20]=1)[C:14]([OH:16])=[O:15]. (6) Given the reactants [CH:1]([C:4]1[CH:5]=[C:6]([NH:10][C:11]([C:13]2[CH:14]=[C:15]([N:19]3[CH2:28][C:27]4[CH:26]=[N:25][CH:24]=[C:23]([C:29]([OH:31])=O)[C:22]=4[CH2:21][CH2:20]3)[CH:16]=[CH:17][CH:18]=2)=[O:12])[CH:7]=[CH:8][CH:9]=1)([CH3:3])[CH3:2].C(N(CC)C(C)C)(C)C.CCCP(=O)=O.Cl.[CH3:48][O:49][C:50](=[O:53])[CH2:51][NH2:52], predict the reaction product. The product is: [CH:1]([C:4]1[CH:5]=[C:6]([NH:10][C:11]([C:13]2[CH:14]=[C:15]([N:19]3[CH2:28][C:27]4[CH:26]=[N:25][CH:24]=[C:23]([C:29]([NH:52][CH2:51][C:50]([O:49][CH3:48])=[O:53])=[O:31])[C:22]=4[CH2:21][CH2:20]3)[CH:16]=[CH:17][CH:18]=2)=[O:12])[CH:7]=[CH:8][CH:9]=1)([CH3:2])[CH3:3].